From a dataset of Forward reaction prediction with 1.9M reactions from USPTO patents (1976-2016). Predict the product of the given reaction. (1) Given the reactants [C:1]([C:5]1[CH:17]=[CH:16][C:15]2[C:14]3[C:9](=[CH:10][C:11]([C:18]([CH3:21])([CH3:20])[CH3:19])=[CH:12][CH:13]=3)[CH2:8][C:7]=2[CH:6]=1)([CH3:4])([CH3:3])[CH3:2].C([Li])CCC.[CH2:27]([O:30][C:31]1[C:36]([C:37]([CH3:40])([CH3:39])[CH3:38])=[CH:35][C:34]([CH3:41])=[CH:33][C:32]=1[SiH:42]([CH2:44][CH2:45]Cl)[CH3:43])[CH:28]=[CH2:29].C(=O)([O-])O.[Na+].C(=O)([O-])[O-].[Na+].[Na+], predict the reaction product. The product is: [CH2:27]([O:30][C:31]1[C:36]([C:37]([CH3:38])([CH3:39])[CH3:40])=[CH:35][C:34]([CH3:41])=[CH:33][C:32]=1[SiH:42]([CH2:44][CH2:45][CH:8]1[C:7]2[CH:6]=[C:5]([C:1]([CH3:4])([CH3:3])[CH3:2])[CH:17]=[CH:16][C:15]=2[C:14]2[C:9]1=[CH:10][C:11]([C:18]([CH3:21])([CH3:20])[CH3:19])=[CH:12][CH:13]=2)[CH3:43])[CH:28]=[CH2:29]. (2) Given the reactants O.[OH-].[Li+].[CH2:4]([O:11][C:12]1[CH:13]=[C:14]([CH:19]=[C:20]([O:22][C@H:23]([CH3:27])[CH2:24][O:25][CH3:26])[CH:21]=1)[C:15]([O:17]C)=[O:16])[C:5]1[CH:10]=[CH:9][CH:8]=[CH:7][CH:6]=1, predict the reaction product. The product is: [CH2:4]([O:11][C:12]1[CH:13]=[C:14]([CH:19]=[C:20]([O:22][C@H:23]([CH3:27])[CH2:24][O:25][CH3:26])[CH:21]=1)[C:15]([OH:17])=[O:16])[C:5]1[CH:6]=[CH:7][CH:8]=[CH:9][CH:10]=1. (3) Given the reactants C(=O)(O)[O-].[Na+].Br[CH:7]([CH2:21][CH2:22][CH2:23][CH3:24])[C:8]([C:10]1[CH:11]=[C:12]([NH:17]C(=O)C)[CH:13]=[CH:14][C:15]=1[OH:16])=O.[BH4-].[Na+].[ClH:27], predict the reaction product. The product is: [ClH:27].[CH2:21]([C:7]1[O:16][C:15]2[CH:14]=[CH:13][C:12]([NH2:17])=[CH:11][C:10]=2[CH:8]=1)[CH2:22][CH2:23][CH3:24]. (4) Given the reactants [NH2:1][CH2:2][C@@H:3]([NH:11][C:12](=[O:18])[O:13][C:14]([CH3:17])([CH3:16])[CH3:15])[CH2:4][C@H:5]1[CH2:10][CH2:9][CH2:8][O:7][CH2:6]1.Cl[C:20]([O:22][C:23]1[CH:28]=[CH:27][C:26]([N+:29]([O-:31])=[O:30])=[CH:25][CH:24]=1)=[O:21], predict the reaction product. The product is: [C:14]([O:13][C:12]([NH:11][C@@H:3]([CH2:4][C@H:5]1[CH2:10][CH2:9][CH2:8][O:7][CH2:6]1)[CH2:2][NH:1][C:20](=[O:21])[O:22][C:23]1[CH:24]=[CH:25][C:26]([N+:29]([O-:31])=[O:30])=[CH:27][CH:28]=1)=[O:18])([CH3:15])([CH3:17])[CH3:16]. (5) Given the reactants [F-].C([N+](CCCC)(CCCC)CCCC)CCC.O1CCCC1.[Si]([O:31][CH2:32][C:33]1[CH2:34][C@@H:35]2[C@H:38]([CH:39]=1)[C:37](=[CH:40][C:41]([O:43][C:44]([CH3:47])([CH3:46])[CH3:45])=[O:42])[CH2:36]2)(C(C)(C)C)(C)C, predict the reaction product. The product is: [OH:31][CH2:32][C:33]1[CH2:34][C@@H:35]2[C@H:38]([CH:39]=1)[C:37](=[CH:40][C:41]([O:43][C:44]([CH3:47])([CH3:46])[CH3:45])=[O:42])[CH2:36]2. (6) Given the reactants [CH2:1]([O:5][C:6]([C:8]1[N:9]=[C:10](Cl)[C:11]2[C:16]([C:17]=1[OH:18])=[CH:15][CH:14]=[CH:13][CH:12]=2)=[O:7])[CH2:2][CH2:3][CH3:4].[F:20][C:21]1[CH:26]=[CH:25][C:24]([OH:27])=[CH:23][CH:22]=1, predict the reaction product. The product is: [CH2:1]([O:5][C:6]([C:8]1[N:9]=[C:10]([O:27][C:24]2[CH:25]=[CH:26][C:21]([F:20])=[CH:22][CH:23]=2)[C:11]2[C:16]([C:17]=1[OH:18])=[CH:15][CH:14]=[CH:13][CH:12]=2)=[O:7])[CH2:2][CH2:3][CH3:4]. (7) Given the reactants [F:1][C:2]1[C:11]([CH3:12])=[C:10]2[C:5]([CH:6]=[C:7]([C@@H:25]([NH2:27])[CH3:26])[C:8]([N:13]3[CH2:18][CH2:17][N:16]([C:19]4[CH:24]=[N:23][CH:22]=[CH:21][N:20]=4)[CH2:15][CH2:14]3)=[N:9]2)=[CH:4][CH:3]=1.Cl[C:29]1[C:30]2[N:38]=[CH:37][CH:36]=[CH:35][C:31]=2[N:32]=[CH:33][N:34]=1.CCN(C(C)C)C(C)C, predict the reaction product. The product is: [F:1][C:2]1[C:11]([CH3:12])=[C:10]2[C:5]([CH:6]=[C:7]([C@@H:25]([NH:27][C:29]3[C:30]4[N:38]=[CH:37][CH:36]=[CH:35][C:31]=4[N:32]=[CH:33][N:34]=3)[CH3:26])[C:8]([N:13]3[CH2:14][CH2:15][N:16]([C:19]4[CH:24]=[N:23][CH:22]=[CH:21][N:20]=4)[CH2:17][CH2:18]3)=[N:9]2)=[CH:4][CH:3]=1.